This data is from Catalyst prediction with 721,799 reactions and 888 catalyst types from USPTO. The task is: Predict which catalyst facilitates the given reaction. (1) Reactant: [C:1]([O:5][C:6](=[O:12])[NH:7][CH2:8][C@H:9]([NH2:11])[CH3:10])([CH3:4])([CH3:3])[CH3:2].[C:13]([O:17][CH3:18])(=[O:16])[CH:14]=[CH2:15].[CH2:19]([O:26][C:27](ON1C(=O)CCC1=O)=[O:28])[C:20]1[CH:25]=[CH:24][CH:23]=[CH:22][CH:21]=1. Product: [CH3:18][O:17][C:13](=[O:16])[CH2:14][CH2:15][N:11]([C:27]([O:26][CH2:19][C:20]1[CH:25]=[CH:24][CH:23]=[CH:22][CH:21]=1)=[O:28])[C@H:9]([CH3:10])[CH2:8][NH:7][C:6]([O:5][C:1]([CH3:2])([CH3:4])[CH3:3])=[O:12]. The catalyst class is: 5. (2) Reactant: [CH2:1]([O:3][C:4](=[O:34])[CH2:5][CH2:6][CH2:7][CH2:8][N:9]([CH2:24][CH2:25][C:26]1[CH:31]=[CH:30][CH:29]=[CH:28][C:27]=1[O:32]C)[CH:10]1[CH2:19][CH2:18][CH2:17][C:16]2[CH:15]=[C:14]([C:20]([O:22][CH3:23])=[O:21])[CH:13]=[CH:12][C:11]1=2)C.B(Br)(Br)Br.CO. Product: [OH:32][C:27]1[CH:28]=[CH:29][CH:30]=[CH:31][C:26]=1[CH2:25][CH2:24][N:9]([CH2:8][CH2:7][CH2:6][CH2:5][C:4]([O:3][CH3:1])=[O:34])[CH:10]1[CH2:19][CH2:18][CH2:17][C:16]2[CH:15]=[C:14]([C:20]([O:22][CH3:23])=[O:21])[CH:13]=[CH:12][C:11]1=2. The catalyst class is: 4.